This data is from Forward reaction prediction with 1.9M reactions from USPTO patents (1976-2016). The task is: Predict the product of the given reaction. (1) The product is: [NH2:1][S:2]([C:5]1[C:6]([Cl:25])=[CH:7][C:8]([NH:18][CH2:19][C:20]2[O:21][CH:22]=[CH:23][CH:24]=2)=[C:9]([CH:17]=1)[C:10]([O:12][CH2:13][CH2:14][CH2:15][O:16][C:26](=[O:32])[CH2:27][CH2:28][C:29]([OH:31])=[O:30])=[O:11])(=[O:3])=[O:4]. Given the reactants [NH2:1][S:2]([C:5]1[C:6]([Cl:25])=[CH:7][C:8]([NH:18][CH2:19][C:20]2[O:21][CH:22]=[CH:23][CH:24]=2)=[C:9]([CH:17]=1)[C:10]([O:12][CH2:13][CH2:14][CH2:15][OH:16])=[O:11])(=[O:4])=[O:3].[C:26]1(=[O:32])[O:31][C:29](=[O:30])[CH2:28][CH2:27]1.C1CN2C(=NCCC2)C1.C(#N)C, predict the reaction product. (2) Given the reactants [Cl:1][C:2]1[C:3]2[N:10]([CH2:11][CH2:12][NH:13]C(=O)OC(C)(C)C)[CH:9]=[CH:8][C:4]=2[N:5]=[CH:6][N:7]=1.[Cl:21][C:22]1[CH:23]=[C:24]([CH:26]=[CH:27][C:28]=1[O:29][C:30]1[CH:35]=[CH:34][CH:33]=[C:32]([CH3:36])[CH:31]=1)[NH2:25].C(=O)([O-])O.[Na+], predict the reaction product. The product is: [ClH:1].[ClH:21].[NH2:13][CH2:12][CH2:11][N:10]1[C:3]2[C:2]([NH:25][C:24]3[CH:26]=[CH:27][C:28]([O:29][C:30]4[CH:35]=[CH:34][CH:33]=[C:32]([CH3:36])[CH:31]=4)=[C:22]([Cl:21])[CH:23]=3)=[N:7][CH:6]=[N:5][C:4]=2[CH:8]=[CH:9]1.